From a dataset of Reaction yield outcomes from USPTO patents with 853,638 reactions. Predict the reaction yield, written as a fraction of the theoretical maximum amount of product (1.0 means a 100% yield; for example, 0.34 means a 34% yield). (1) The reactants are [Li+].C[Si]([N-][Si](C)(C)C)(C)C.[O:11]=[C:12]1[N:16]([C:17]([O:19][C:20]([CH3:23])([CH3:22])[CH3:21])=[O:18])[C@H:15]([C:24]([O:26][CH2:27][CH3:28])=[O:25])[CH2:14][CH2:13]1.[F:29][C:30]1[CH:37]=[CH:36][C:33]([CH2:34]Br)=[CH:32][CH:31]=1. The catalyst is C1COCC1. The product is [F:29][C:30]1[CH:37]=[CH:36][C:33]([CH2:34][C@H:13]2[C:12](=[O:11])[N:16]([C:17]([O:19][C:20]([CH3:23])([CH3:22])[CH3:21])=[O:18])[C@H:15]([C:24]([O:26][CH2:27][CH3:28])=[O:25])[CH2:14]2)=[CH:32][CH:31]=1. The yield is 0.390. (2) The reactants are [CH3:1][O:2][C:3]1[CH:4]=[C:5]([CH2:12][P:13](=[O:20])([O:17][CH2:18][CH3:19])[O:14][CH2:15][CH3:16])[CH:6]=[N:7][C:8]=1[N+:9]([O-])=O. The catalyst is CO.[Pd]. The product is [NH2:9][C:8]1[N:7]=[CH:6][C:5]([CH2:12][P:13](=[O:20])([O:14][CH2:15][CH3:16])[O:17][CH2:18][CH3:19])=[CH:4][C:3]=1[O:2][CH3:1]. The yield is 0.920. (3) The reactants are [CH3:1][O:2][C:3]1[CH:32]=[C:31]([O:33][CH3:34])[CH:30]=[CH:29][C:4]=1[CH2:5][NH:6][C:7]([CH:9]1[N:20]([C:21]2([CH2:26]O)[CH2:25][CH2:24][CH2:23][CH2:22]2)[C:13]2[N:14]=[C:15]([S:18][CH3:19])[N:16]=[CH:17][C:12]=2[C:11](=[O:28])[CH2:10]1)=[O:8].C(N(CC)CC)C.CS(Cl)(=O)=O. The catalyst is C(Cl)Cl. The product is [CH3:1][O:2][C:3]1[CH:32]=[C:31]([O:33][CH3:34])[CH:30]=[CH:29][C:4]=1[CH2:5][N:6]1[CH2:26][C:21]2([CH2:22][CH2:23][CH2:24][CH2:25]2)[N:20]2[CH:9]([CH2:10][C:11](=[O:28])[C:12]3[CH:17]=[N:16][C:15]([S:18][CH3:19])=[N:14][C:13]=32)[C:7]1=[O:8]. The yield is 0.440. (4) The reactants are [C:1]([O:5][C:6]([N:8]1[CH2:13][CH2:12][CH:11]([C:14](=O)[NH:15][CH2:16][C:17]([C:19]2[CH:24]=[CH:23][C:22]([F:25])=[C:21]([C:26]([F:29])([F:28])[F:27])[CH:20]=2)=O)[CH2:10][CH2:9]1)=[O:7])([CH3:4])([CH3:3])[CH3:2].C([O-])(=O)C.[NH4+:35]. The catalyst is CO. The product is [C:1]([O:5][C:6]([N:8]1[CH2:13][CH2:12][CH:11]([C:14]2[NH:15][CH:16]=[C:17]([C:19]3[CH:24]=[CH:23][C:22]([F:25])=[C:21]([C:26]([F:29])([F:28])[F:27])[CH:20]=3)[N:35]=2)[CH2:10][CH2:9]1)=[O:7])([CH3:4])([CH3:3])[CH3:2]. The yield is 0.570. (5) The reactants are Cl[C:2]1[C:7]([C:8]2[CH:13]=[CH:12][C:11]([Cl:14])=[CH:10][CH:9]=2)=[C:6]([C:15]2[CH:20]=[CH:19][C:18]([Cl:21])=[CH:17][CH:16]=2)[N:5]=[C:4]2[N:22]([C:25]3[CH:30]=[CH:29][CH:28]=[CH:27][CH:26]=3)[N:23]=[CH:24][C:3]=12.[CH3:31][NH:32][CH3:33]. No catalyst specified. The product is [Cl:14][C:11]1[CH:12]=[CH:13][C:8]([C:7]2[C:2]([N:32]([CH3:33])[CH3:31])=[C:3]3[CH:24]=[N:23][N:22]([C:25]4[CH:26]=[CH:27][CH:28]=[CH:29][CH:30]=4)[C:4]3=[N:5][C:6]=2[C:15]2[CH:16]=[CH:17][C:18]([Cl:21])=[CH:19][CH:20]=2)=[CH:9][CH:10]=1. The yield is 0.730. (6) The reactants are [Br:1]Br.[NH:3]1[C:11]2[C:6](=[CH:7][CH:8]=[CH:9][CH:10]=2)[C:5]2([CH2:13][CH2:12]2)[C:4]1=[O:14].C(O)(=O)C.C([O-])(=O)C.[Na+]. The catalyst is ClCCl. The product is [Br:1][C:8]1[CH:7]=[C:6]2[C:11](=[CH:10][CH:9]=1)[NH:3][C:4](=[O:14])[C:5]12[CH2:12][CH2:13]1. The yield is 1.00. (7) The reactants are [NH2:1][C:2]1[CH:10]=[C:9]([O:11][CH3:12])[CH:8]=[C:7]([O:13][CH3:14])[C:3]=1[C:4]([NH2:6])=[O:5].[CH3:15]I. No catalyst specified. The product is [CH3:14][O:13][C:7]1[CH:8]=[C:9]([O:11][CH3:12])[CH:10]=[C:2]([NH:1][CH3:15])[C:3]=1[C:4]([NH2:6])=[O:5]. The yield is 0.504.